This data is from Catalyst prediction with 721,799 reactions and 888 catalyst types from USPTO. The task is: Predict which catalyst facilitates the given reaction. (1) Reactant: [F:1][C:2]1[CH:7]=[CH:6][C:5]([F:8])=[CH:4][C:3]=1[S:9]([NH:12][C:13]1[CH:18]=[CH:17][CH:16]=[C:15]([CH2:19][OH:20])[C:14]=1[F:21])(=[O:11])=[O:10].I(C1C=CC=CC=1C(O)=O)(=O)=O.O. Product: [F:1][C:2]1[CH:7]=[CH:6][C:5]([F:8])=[CH:4][C:3]=1[S:9]([NH:12][C:13]1[CH:18]=[CH:17][CH:16]=[C:15]([CH:19]=[O:20])[C:14]=1[F:21])(=[O:11])=[O:10]. The catalyst class is: 7. (2) Reactant: [CH3:1][C:2]1[CH:10]=[CH:9][CH:8]=[C:7]2[C:3]=1[C:4](=[N:12][N:13]=[CH:14][C:15]1[NH:19][C:18]([CH3:20])=[C:17]([C:21]([NH:23][CH2:24][CH2:25][CH2:26][CH2:27][CH2:28][C:29]([OH:31])=O)=[O:22])[C:16]=1[CH3:32])[C:5](=[O:11])[NH:6]2.Cl.C(N=C=NCCCN(C)C)C.O[C:46]1[C:54]2[N:53]=N[NH:51][C:50]=2[CH:49]=[CH:48][CH:47]=1.C(N(CC)CC)C.C1(N)C=CC=CC=1N. Product: [CH3:1][C:2]1[CH:10]=[CH:9][CH:8]=[C:7]2[C:3]=1[C:4](=[N:12][N:13]=[CH:14][C:15]1[NH:19][C:18]([CH3:20])=[C:17]([C:21]([NH:23][CH2:24][CH2:25][CH2:26][CH2:27][CH2:28][C:29]([NH:51][C:50]3[CH:49]=[CH:48][CH:47]=[CH:46][C:54]=3[NH2:53])=[O:31])=[O:22])[C:16]=1[CH3:32])[C:5](=[O:11])[NH:6]2. The catalyst class is: 650.